This data is from Forward reaction prediction with 1.9M reactions from USPTO patents (1976-2016). The task is: Predict the product of the given reaction. (1) The product is: [CH2:1]([N:3]1[C:4]2[CH:9]=[CH:8][CH:7]=[CH:6][C:5]=2[NH:10][C:16]1=[O:17])[CH3:2]. Given the reactants [CH2:1]([NH:3][C:4]1[C:5]([NH2:10])=[CH:6][CH:7]=[CH:8][CH:9]=1)[CH3:2].C1N=CN([C:16](N2C=NC=C2)=[O:17])C=1, predict the reaction product. (2) Given the reactants [N:1]([CH2:4][C@@H:5]([C:7]1[CH:12]=[CH:11][C:10]([NH:13][S:14]([CH3:17])(=[O:16])=[O:15])=[CH:9][CH:8]=1)[OH:6])=[N+]=[N-], predict the reaction product. The product is: [NH2:1][CH2:4][C@@H:5]([C:7]1[CH:8]=[CH:9][C:10]([NH:13][S:14]([CH3:17])(=[O:16])=[O:15])=[CH:11][CH:12]=1)[OH:6]. (3) Given the reactants [C:1]([NH:4][C:5]1[S:6][C:7]([C:11]2[N:12]=[C:13]([C:16](Cl)=[O:17])[S:14][CH:15]=2)=[C:8]([CH3:10])[N:9]=1)(=[O:3])[CH3:2].[CH2:19]([NH2:22])[C:20]#[CH:21].C(N(CC)CC)C, predict the reaction product. The product is: [C:1]([NH:4][C:5]1[S:6][C:7]([C:11]2[N:12]=[C:13]([C:16]([NH:22][CH2:19][C:20]#[CH:21])=[O:17])[S:14][CH:15]=2)=[C:8]([CH3:10])[N:9]=1)(=[O:3])[CH3:2]. (4) Given the reactants [OH:1][C:2]1[CH:3]=[CH:4][C:5]2[CH2:6][C@H:7]3[N:18]([C:19]([O:21][CH2:22][C:23]4[CH:28]=[CH:27][CH:26]=[CH:25][CH:24]=4)=[O:20])[CH2:17][CH2:16][C@@:13]4([C:14]=2[CH:15]=1)[C@H:8]3[CH2:9][CH2:10][CH2:11][CH2:12]4.C(=O)([O-])[O-].[Cs+].[Cs+].[C:35](=[O:43])([O:39][CH:40]([CH3:42])[CH3:41])[O:36][CH2:37]I, predict the reaction product. The product is: [C:35](=[O:43])([O:39][CH:40]([CH3:42])[CH3:41])[O:36][CH2:37][O:1][C:2]1[CH:3]=[CH:4][C:5]2[CH2:6][C@H:7]3[N:18]([C:19]([O:21][CH2:22][C:23]4[CH:28]=[CH:27][CH:26]=[CH:25][CH:24]=4)=[O:20])[CH2:17][CH2:16][C@@:13]4([C:14]=2[CH:15]=1)[C@H:8]3[CH2:9][CH2:10][CH2:11][CH2:12]4. (5) Given the reactants [F:1][C:2]1[CH:3]=[C:4]([C:13]2[C:18]([Cl:19])=[CH:17][CH:16]=[CH:15][C:14]=2[Cl:20])[C:5]2[O:9][CH:8]([CH2:10][OH:11])[S:7][C:6]=2[CH:12]=1.[C:21]1([CH3:31])[CH:26]=[CH:25][C:24]([S:27](Cl)(=[O:29])=[O:28])=[CH:23][CH:22]=1, predict the reaction product. The product is: [F:1][C:2]1[CH:3]=[C:4]([C:13]2[C:14]([Cl:20])=[CH:15][CH:16]=[CH:17][C:18]=2[Cl:19])[C:5]2[O:9][CH:8]([CH2:10][O:11][S:27]([C:24]3[CH:25]=[CH:26][C:21]([CH3:31])=[CH:22][CH:23]=3)(=[O:29])=[O:28])[S:7][C:6]=2[CH:12]=1. (6) The product is: [Cl:13][C:4]1[CH:5]=[CH:6][C:7]([C:8]#[N:9])=[C:2]([CH3:1])[N:3]=1. Given the reactants [CH3:1][C:2]1[NH:3][C:4](=O)[CH:5]=[CH:6][C:7]=1[C:8]#[N:9].P(Cl)(Cl)([Cl:13])=O, predict the reaction product. (7) Given the reactants I([O-])(=O)(=O)=O.[Na+].[I:7]I.[F:9][C:10]1[CH:15]=[CH:14][C:13]([CH2:16][CH2:17][C:18]([O:20][CH3:21])=[O:19])=[CH:12][CH:11]=1, predict the reaction product. The product is: [F:9][C:10]1[CH:11]=[CH:12][C:13]([CH2:16][CH2:17][C:18]([O:20][CH3:21])=[O:19])=[CH:14][C:15]=1[I:7]. (8) Given the reactants C(OC([N:8]1[CH2:11][C:10]([CH3:31])([N:12]2[C:28]3[C:15](=[CH:16][C:17]4[O:18][CH2:19][C:20]5[N:25]([C:26]=4[CH:27]=3)[C@H:24]([CH3:29])[C:23](=[O:30])[NH:22][N:21]=5)[CH:14]=[CH:13]2)[CH2:9]1)=O)(C)(C)C.[ClH:32], predict the reaction product. The product is: [ClH:32].[CH3:29][C@@H:24]1[C:23](=[O:30])[NH:22][N:21]=[C:20]2[N:25]1[C:26]1[CH:27]=[C:28]3[N:12]([C:10]4([CH3:31])[CH2:9][NH:8][CH2:11]4)[CH:13]=[CH:14][C:15]3=[CH:16][C:17]=1[O:18][CH2:19]2. (9) Given the reactants Cl.C(OC(=O)[NH:8][C:9]1[CH:14]=[CH:13][CH:12]=[CH:11][C:10]=1[N:15]([C:30](=O)[C:31]1[CH:36]=[CH:35][C:34]([Cl:37])=[CH:33][CH:32]=1)[CH:16]([C:21](=[O:29])[NH:22][CH:23]1[CH2:28][CH2:27][CH2:26][CH2:25][CH2:24]1)[CH2:17][CH:18]([CH3:20])[CH3:19])(C)(C)C, predict the reaction product. The product is: [CH:23]1([NH:22][C:21](=[O:29])[CH:16]([N:15]2[C:10]3[CH:11]=[CH:12][CH:13]=[CH:14][C:9]=3[N:8]=[C:30]2[C:31]2[CH:32]=[CH:33][C:34]([Cl:37])=[CH:35][CH:36]=2)[CH2:17][CH:18]([CH3:20])[CH3:19])[CH2:24][CH2:25][CH2:26][CH2:27][CH2:28]1.